From a dataset of KCNQ2 potassium channel screen with 302,405 compounds. Binary Classification. Given a drug SMILES string, predict its activity (active/inactive) in a high-throughput screening assay against a specified biological target. (1) The molecule is S(=O)(=O)(N1CCCC1)c1cc([nH]c1)C(=O)Nc1c(cc(cc1)C)C. The result is 0 (inactive). (2) The compound is S(=O)(=O)(N(S(=O)(=O)c1ccc(OC)cc1)n1c(n2nc(cc2C)C)nnc1C)c1ccc(OC)cc1. The result is 0 (inactive).